Dataset: Full USPTO retrosynthesis dataset with 1.9M reactions from patents (1976-2016). Task: Predict the reactants needed to synthesize the given product. (1) Given the product [OH:40][CH2:39][C:34]1([NH:33][S:30]([C:26]2[CH:25]=[C:24]([NH:23][C:20]([C:19]3[CH:18]=[N:17][N:11]4[C:12]([CH:14]5[CH2:16][CH2:15]5)=[CH:13][C:8]([C:5]5[CH:4]=[CH:3][C:2]([Cl:1])=[CH:7][CH:6]=5)=[N:9][C:10]=34)=[O:22])[CH:29]=[CH:28][CH:27]=2)(=[O:32])=[O:31])[CH2:38][CH2:37][CH2:36][CH2:35]1, predict the reactants needed to synthesize it. The reactants are: [Cl:1][C:2]1[CH:7]=[CH:6][C:5]([C:8]2[CH:13]=[C:12]([CH:14]3[CH2:16][CH2:15]3)[N:11]3[N:17]=[CH:18][C:19]([C:20]([OH:22])=O)=[C:10]3[N:9]=2)=[CH:4][CH:3]=1.[NH2:23][C:24]1[CH:25]=[C:26]([S:30]([NH:33][C:34]2([CH2:39][OH:40])[CH2:38][CH2:37][CH2:36][CH2:35]2)(=[O:32])=[O:31])[CH:27]=[CH:28][CH:29]=1. (2) Given the product [CH3:28][N:29]([CH3:30])[CH2:2][CH2:3][CH2:4][N:5]1[C:14]2[C:9](=[CH:10][C:11]([N+:15]([O-:17])=[O:16])=[CH:12][CH:13]=2)[CH2:8][CH2:7][C:6]1=[O:18], predict the reactants needed to synthesize it. The reactants are: Cl[CH2:2][CH2:3][CH2:4][N:5]1[C:14]2[C:9](=[CH:10][C:11]([N+:15]([O-:17])=[O:16])=[CH:12][CH:13]=2)[CH2:8][CH2:7][C:6]1=[O:18].[I-].[K+].C(=O)([O-])[O-].[K+].[K+].Cl.[CH3:28][NH:29][CH3:30]. (3) Given the product [CH3:1][O:2][C:3]([C:5]1[S:6][C:7]([CH2:10][CH2:11][CH2:12][NH:13][CH2:32][CH2:31][CH2:30][C:26]2[CH:27]=[CH:28][CH:29]=[C:24]([Cl:23])[CH:25]=2)=[CH:8][CH:9]=1)=[O:4], predict the reactants needed to synthesize it. The reactants are: [CH3:1][O:2][C:3]([C:5]1[S:6][C:7]([CH2:10][CH2:11][CH2:12][NH2:13])=[CH:8][CH:9]=1)=[O:4].C(N(C(C)C)CC)(C)C.[Cl:23][C:24]1[CH:25]=[C:26]([CH2:30][CH2:31][CH:32]=O)[CH:27]=[CH:28][CH:29]=1.[BH4-].[Na+]. (4) Given the product [CH:30]([N:33]([CH2:34][C:35]1[CH:40]=[CH:39][CH:38]=[CH:37][C:36]=1[O:41][C:42]([F:43])([F:44])[F:45])[C:18]([C:10]1[N:9]=[N:8][N:7]([CH2:6][C:5]2[CH:4]=[C:3]([C:2]([F:28])([F:29])[F:1])[CH:23]=[C:22]([C:24]([F:26])([F:27])[F:25])[CH:21]=2)[C:11]=1[C:12]1[CH:17]=[CH:16][N:15]=[CH:14][CH:13]=1)=[O:19])([CH3:32])[CH3:31], predict the reactants needed to synthesize it. The reactants are: [F:1][C:2]([F:29])([F:28])[C:3]1[CH:4]=[C:5]([CH:21]=[C:22]([C:24]([F:27])([F:26])[F:25])[CH:23]=1)[CH2:6][N:7]1[C:11]([C:12]2[CH:17]=[CH:16][N:15]=[CH:14][CH:13]=2)=[C:10]([C:18](O)=[O:19])[N:9]=[N:8]1.[CH:30]([NH:33][CH2:34][C:35]1[CH:40]=[CH:39][CH:38]=[CH:37][C:36]=1[O:41][C:42]([F:45])([F:44])[F:43])([CH3:32])[CH3:31].CCN=C=NCCCN(C)C.C1C=NC2N(O)N=NC=2C=1.C(N(CC)C(C)C)(C)C. (5) Given the product [NH:19]1[CH2:18][CH:17]([C:15]2[CH:16]=[C:11]3[C:10]([C:28]([O:30][CH3:31])=[O:29])=[N:9][N:8]([C:4]4[CH:5]=[CH:6][CH:7]=[C:2]([Br:1])[CH:3]=4)[C:12]3=[N:13][CH:14]=2)[CH2:20]1, predict the reactants needed to synthesize it. The reactants are: [Br:1][C:2]1[CH:3]=[C:4]([N:8]2[C:12]3=[N:13][CH:14]=[C:15]([CH:17]4[CH2:20][N:19](C(OC(C)(C)C)=O)[CH2:18]4)[CH:16]=[C:11]3[C:10]([C:28]([O:30][CH3:31])=[O:29])=[N:9]2)[CH:5]=[CH:6][CH:7]=1.FC(F)(F)C(O)=O. (6) Given the product [CH3:1][C@H:2]1[CH2:3][N:4]([S:8]([C:11]2[CH:12]=[CH:13][C:14]([O:17][C:18]([F:21])([F:19])[F:20])=[CH:15][CH:16]=2)(=[O:10])=[O:9])[CH2:5][CH2:6][N:7]1[C:65]([C:58]1[CH:57]=[N:56][N:60]2[CH:61]=[CH:62][CH:63]=[N:64][C:59]=12)=[O:66], predict the reactants needed to synthesize it. The reactants are: [CH3:1][C@@H:2]1[NH:7][CH2:6][CH2:5][N:4]([S:8]([C:11]2[CH:16]=[CH:15][C:14]([O:17][C:18]([F:21])([F:20])[F:19])=[CH:13][CH:12]=2)(=[O:10])=[O:9])[CH2:3]1.C1C=CC2N(O)N=NC=2C=1.CN(C(ON1N=NC2C=CC=CC1=2)=[N+](C)C)C.F[P-](F)(F)(F)(F)F.[N:56]1[N:60]2[CH:61]=[CH:62][CH:63]=[N:64][C:59]2=[C:58]([C:65](O)=[O:66])[CH:57]=1.CCN(C(C)C)C(C)C. (7) Given the product [Cl:41][C:42]1[C:43]([C:52]([F:54])([F:53])[F:55])=[N:44][N:45]([CH2:48][C:49]([N:36]2[CH2:37][CH2:38][N:33]([C:30]3[CH:29]=[CH:28][C:27]([C:26]([F:25])([F:39])[F:40])=[CH:32][CH:31]=3)[CH2:34][CH2:35]2)=[O:50])[C:46]=1[CH3:47], predict the reactants needed to synthesize it. The reactants are: CN(C(ON1N=NC2C=CC=NC1=2)=[N+](C)C)C.F[P-](F)(F)(F)(F)F.[F:25][C:26]([F:40])([F:39])[C:27]1[CH:32]=[CH:31][C:30]([N:33]2[CH2:38][CH2:37][NH:36][CH2:35][CH2:34]2)=[CH:29][CH:28]=1.[Cl:41][C:42]1[C:43]([C:52]([F:55])([F:54])[F:53])=[N:44][N:45]([CH2:48][C:49](O)=[O:50])[C:46]=1[CH3:47]. (8) Given the product [F:13][CH:2]([F:1])[O:3][C:4]1[CH:11]=[CH:10][CH:9]=[C:8]([F:12])[C:5]=1[C:6](=[N:15][OH:16])[NH2:7], predict the reactants needed to synthesize it. The reactants are: [F:1][CH:2]([F:13])[O:3][C:4]1[CH:11]=[CH:10][CH:9]=[C:8]([F:12])[C:5]=1[C:6]#[N:7].Cl.[NH2:15][OH:16].C(=O)([O-])[O-].[Na+].[Na+].O. (9) Given the product [N:1]1([C:6]2[CH:14]=[CH:13][CH:12]=[CH:11][C:7]=2[C:8]#[N:10])[CH:5]=[N:4][N:3]=[N:2]1, predict the reactants needed to synthesize it. The reactants are: [N:1]1([C:6]2[CH:14]=[CH:13][CH:12]=[CH:11][C:7]=2[C:8]([NH2:10])=O)[CH:5]=[N:4][N:3]=[N:2]1.[OH-].COC(NS([NH3+])(=O)=O)=O.O.